This data is from Forward reaction prediction with 1.9M reactions from USPTO patents (1976-2016). The task is: Predict the product of the given reaction. (1) Given the reactants [NH2:1][C@H:2]1[CH2:7][CH2:6][C@H:5]([CH2:8][NH:9][C:10](=[O:25])[C:11]2[CH:16]=[C:15]([C:17]([F:20])([F:19])[F:18])[CH:14]=[C:13]([C:21]([F:24])([F:23])[F:22])[CH:12]=2)[CH2:4][CH2:3]1.[C:26]([O:30][C:31]([N:33]1[C@H:37]([C:38]2[CH:43]=[CH:42][CH:41]=[CH:40][CH:39]=2)[CH2:36][CH2:35][C@@H:34]1[C:44](O)=[O:45])=[O:32])([CH3:29])([CH3:28])[CH3:27].CN(C(ON1N=NC2C=CC=NC1=2)=[N+](C)C)C.F[P-](F)(F)(F)(F)F, predict the reaction product. The product is: [F:18][C:17]([F:19])([F:20])[C:15]1[CH:16]=[C:11]([CH:12]=[C:13]([C:21]([F:22])([F:23])[F:24])[CH:14]=1)[C:10]([NH:9][CH2:8][C@H:5]1[CH2:4][CH2:3][C@H:2]([NH:1][C:44]([C@H:34]2[CH2:35][CH2:36][C@@H:37]([C:38]3[CH:39]=[CH:40][CH:41]=[CH:42][CH:43]=3)[N:33]2[C:31]([O:30][C:26]([CH3:29])([CH3:28])[CH3:27])=[O:32])=[O:45])[CH2:7][CH2:6]1)=[O:25]. (2) Given the reactants [C:1]([O:5][C:6]([N:8]1[CH2:13][CH2:12][CH2:11][C@@H:10]([C:14]([OH:16])=O)[CH2:9]1)=[O:7])([CH3:4])([CH3:3])[CH3:2].[Br:17][C:18]1[CH:23]=[CH:22][N:21]=[C:20]([NH2:24])[CH:19]=1, predict the reaction product. The product is: [Br:17][C:18]1[CH:23]=[CH:22][N:21]=[C:20]([NH:24][C:14]([C@@H:10]2[CH2:11][CH2:12][CH2:13][N:8]([C:6]([O:5][C:1]([CH3:2])([CH3:3])[CH3:4])=[O:7])[CH2:9]2)=[O:16])[CH:19]=1. (3) Given the reactants [CH2:1]([O:3][C:4]([C:6]1[C:7]([OH:22])=[C:8]2[C:15]([C:16]3[CH:21]=[CH:20][CH:19]=[CH:18][CH:17]=3)=[N:14][O:13][C:9]2=[C:10](Br)[N:11]=1)=[O:5])[CH3:2].[C:23]1(B(O)O)[CH:28]=[CH:27][CH:26]=[CH:25][CH:24]=1.C(=O)([O-])[O-].[Cs+].[Cs+], predict the reaction product. The product is: [CH2:1]([O:3][C:4]([C:6]1[C:7]([OH:22])=[C:8]2[C:15]([C:16]3[CH:21]=[CH:20][CH:19]=[CH:18][CH:17]=3)=[N:14][O:13][C:9]2=[C:10]([C:23]2[CH:28]=[CH:27][CH:26]=[CH:25][CH:24]=2)[N:11]=1)=[O:5])[CH3:2]. (4) Given the reactants [CH3:1][C:2]([O:5][C:6]([N:8]([CH3:14])[CH2:9][CH2:10][C:11]([OH:13])=O)=[O:7])([CH3:4])[CH3:3].Cl.[CH3:16][NH:17][O:18][CH3:19].C(Cl)CCl.C(N(CC)CC)(C)C, predict the reaction product. The product is: [CH3:4][C:2]([O:5][C:6]([N:8]([CH3:14])[CH2:9][CH2:10][C:11]([N:17]([CH3:16])[O:18][CH3:19])=[O:13])=[O:7])([CH3:1])[CH3:3]. (5) Given the reactants Cl.[N+:2]([C:5]1[CH:10]=[CH:9][C:8]([CH2:11][CH2:12][N:13]2[CH2:18][CH2:17][NH:16][CH2:15][CH2:14]2)=[CH:7][CH:6]=1)([O-:4])=[O:3].[N+:19]([C:22]1[CH:23]=[C:24]2[C:28](=[CH:29][CH:30]=1)[CH2:27][C:26](=O)[CH2:25]2)([O-:21])=[O:20].C([BH3-])#N.[Na+], predict the reaction product. The product is: [N+:19]([C:22]1[CH:23]=[C:24]2[C:28](=[CH:29][CH:30]=1)[CH2:27][CH:26]([N:16]1[CH2:17][CH2:18][N:13]([CH2:12][CH2:11][C:8]3[CH:7]=[CH:6][C:5]([N+:2]([O-:4])=[O:3])=[CH:10][CH:9]=3)[CH2:14][CH2:15]1)[CH2:25]2)([O-:21])=[O:20].